Dataset: Catalyst prediction with 721,799 reactions and 888 catalyst types from USPTO. Task: Predict which catalyst facilitates the given reaction. (1) Reactant: C[O:2][C:3](=[O:30])[CH:4]([N:11]([S:13]([C:16]1[CH:21]=[CH:20][C:19]([C:22]2[CH:27]=[CH:26][C:25]([O:28][CH3:29])=[CH:24][CH:23]=2)=[CH:18][CH:17]=1)(=[O:15])=[O:14])[CH3:12])[CH:5]1[CH2:10][CH2:9][O:8][CH2:7][CH2:6]1.COC(=O)C(NS(C1C=CC(C2C=CC(OC)=CC=2)=CC=1)(=O)=O)C1CCOCC1.C(=O)([O-])[O-].[Cs+].[Cs+].CI. Product: [CH3:29][O:28][C:25]1[CH:24]=[CH:23][C:22]([C:19]2[CH:18]=[CH:17][C:16]([S:13]([N:11]([CH:4]([CH:5]3[CH2:6][CH2:7][O:8][CH2:9][CH2:10]3)[C:3]([OH:30])=[O:2])[CH3:12])(=[O:15])=[O:14])=[CH:21][CH:20]=2)=[CH:27][CH:26]=1. The catalyst class is: 39. (2) Reactant: C(O)C.[CH2:4]1[S:8][C@H:7]([CH2:9][OH:10])[O:6][C@@H:5]1[N:11]1[C:16](=[O:17])[N:15]=[C:14]([NH2:18])[CH:13]=[CH:12]1.C([O-])(=O)C([O-])=O. Product: [CH2:4]1[S:8][C@H:7]([CH2:9][OH:10])[O:6][C@@H:5]1[N:11]1[C:16](=[O:17])[N:15]=[C:14]([NH2:18])[CH:13]=[CH:12]1. The catalyst class is: 66. (3) Reactant: Cl[C:2]1[N:7]=[CH:6][C:5]([NH2:8])=[CH:4][C:3]=1[C:9]([F:12])([F:11])[F:10].[C:13]([O-:16])(O)=O.[Na+].[CH3:18]O. Product: [NH2:8][C:5]1[CH:4]=[C:3]([C:9]([F:12])([F:11])[F:10])[C:2]([C:13](=[O:16])[CH3:18])=[N:7][CH:6]=1. The catalyst class is: 140.